This data is from Reaction yield outcomes from USPTO patents with 853,638 reactions. The task is: Predict the reaction yield, written as a fraction of the theoretical maximum amount of product (1.0 means a 100% yield; for example, 0.34 means a 34% yield). The reactants are C[O:2][C:3]([C:5]1([C:8]2[CH:9]=[CH:10][C:11]3[O:15][CH2:14][C:13]([CH3:17])([CH3:16])[C:12]=3[CH:18]=2)[CH2:7][CH2:6]1)=[O:4].[Li+].[OH-].Cl. The catalyst is CO. The product is [CH3:16][C:13]1([CH3:17])[C:12]2[CH:18]=[C:8]([C:5]3([C:3]([OH:4])=[O:2])[CH2:6][CH2:7]3)[CH:9]=[CH:10][C:11]=2[O:15][CH2:14]1. The yield is 0.410.